From a dataset of Full USPTO retrosynthesis dataset with 1.9M reactions from patents (1976-2016). Predict the reactants needed to synthesize the given product. (1) Given the product [CH3:1][C:2]1[CH:3]=[C:4]([CH:12]=[C:13]([CH3:15])[CH:14]=1)[O:5][CH2:6][C:7]([OH:9])=[O:8], predict the reactants needed to synthesize it. The reactants are: [CH3:1][C:2]1[CH:3]=[C:4]([CH:12]=[C:13]([CH3:15])[CH:14]=1)[O:5][CH2:6][C:7]([O:9]CC)=[O:8].[OH-].[Na+].Cl. (2) Given the product [F:1][C:2]1[CH:31]=[CH:30][CH:29]=[CH:28][C:3]=1[CH2:4][N:5]1[C:10](=[O:11])[CH:9]=[CH:8][C:7]([CH2:12][C:13]2[C:21]3[C:16](=[CH:17][CH:18]=[CH:19][CH:20]=3)[N:15]([CH2:22][C:23]([O:25][CH3:26])=[O:24])[C:14]=2[CH3:27])=[CH:6]1, predict the reactants needed to synthesize it. The reactants are: [F:1][C:2]1[CH:31]=[C:30](F)[CH:29]=[CH:28][C:3]=1[CH2:4][N:5]1[C:10](=[O:11])[CH:9]=[CH:8][C:7]([CH2:12][C:13]2[C:21]3[C:16](=[CH:17][CH:18]=[CH:19][CH:20]=3)[N:15]([CH2:22][C:23]([O:25][CH3:26])=[O:24])[C:14]=2[CH3:27])=[CH:6]1.CC1N(CC(OC)=O)C2C(C=1CC1C=CC(=O)NC=1)=CC=CC=2.C(=O)([O-])[O-].[K+].[K+].FC1C=CC=CC=1CBr. (3) The reactants are: [F:1][C:2]1[C:7]([C:8](O)=[O:9])=[C:6]([CH3:11])[C:5]([N+:12]([O-:14])=[O:13])=[CH:4][CH:3]=1. Given the product [F:1][C:2]1[C:7]([CH2:8][OH:9])=[C:6]([CH3:11])[C:5]([N+:12]([O-:14])=[O:13])=[CH:4][CH:3]=1, predict the reactants needed to synthesize it.